Dataset: Full USPTO retrosynthesis dataset with 1.9M reactions from patents (1976-2016). Task: Predict the reactants needed to synthesize the given product. (1) Given the product [CH:1]1([CH2:4][CH:5]2[C:13]3[C:8](=[CH:9][CH:10]=[CH:11][CH:12]=3)[NH:7][CH2:6]2)[CH2:2][CH2:3]1, predict the reactants needed to synthesize it. The reactants are: [CH:1]1([CH:4]=[C:5]2[C:13]3[C:8](=[CH:9][CH:10]=[CH:11][CH:12]=3)[NH:7][C:6]2=O)[CH2:3][CH2:2]1.B.CO.Cl. (2) Given the product [F:18][C:19]1[CH:25]=[C:24]([F:26])[CH:23]=[CH:22][C:20]=1[N:21]([CH3:28])[C:15]([C:13]1[S:14][C:5]2[C:4]3[CH:3]=[C:2]([F:1])[CH:11]=[CH:10][C:9]=3[O:8][CH2:7][C:6]=2[CH:12]=1)=[O:16], predict the reactants needed to synthesize it. The reactants are: [F:1][C:2]1[CH:11]=[CH:10][C:9]2[O:8][CH2:7][C:6]3[CH:12]=[C:13]([C:15](Cl)=[O:16])[S:14][C:5]=3[C:4]=2[CH:3]=1.[F:18][C:19]1[CH:25]=[C:24]([F:26])[CH:23]=[CH:22][C:20]=1[NH2:21].N1C=CC=C[CH:28]=1. (3) Given the product [CH3:11][C:9]1[NH:8][N:7]=[C:6]([C:4]([OH:5])=[O:3])[CH:10]=1, predict the reactants needed to synthesize it. The reactants are: C([O:3][C:4]([C:6]1[CH:10]=[C:9]([CH3:11])[NH:8][N:7]=1)=[O:5])C.[OH-].[Na+].Cl.